Task: Predict the reaction yield, written as a fraction of the theoretical maximum amount of product (1.0 means a 100% yield; for example, 0.34 means a 34% yield).. Dataset: Reaction yield outcomes from USPTO patents with 853,638 reactions (1) The reactants are [Cl:1][C:2]1[CH:3]=[C:4]2[C:8](=[CH:9][CH:10]=1)[NH:7][C:6](=[O:11])[C:5]2=[C:12]1[C:20]2[C:15](=[CH:16][C:17]([N:21]([CH3:23])[CH3:22])=[CH:18][CH:19]=2)[CH2:14][O:13]1.[CH2:24]=O.[NH:26]1[CH2:31][CH2:30][CH2:29][CH2:28][CH2:27]1. The catalyst is CCO. The product is [Cl:1][C:2]1[CH:3]=[C:4]2[C:8](=[CH:9][CH:10]=1)[N:7]([CH2:24][N:26]1[CH2:31][CH2:30][CH2:29][CH2:28][CH2:27]1)[C:6](=[O:11])[C:5]2=[C:12]1[C:20]2[C:15](=[CH:16][C:17]([N:21]([CH3:23])[CH3:22])=[CH:18][CH:19]=2)[CH2:14][O:13]1. The yield is 0.970. (2) The reactants are C(N[C@H](C(O)=O)CC(C)C)(=O)C.[CH2:13]([O:15][C:16]1[CH:17]=[C:18]([C@H:24]([NH2:30])[CH2:25][S:26]([CH3:29])(=[O:28])=[O:27])[CH:19]=[CH:20][C:21]=1[O:22][CH3:23])[CH3:14].C([NH:34][C:35]1[CH:45]=[CH:44][CH:43]=[C:37]2[C:38]([O:40][C:41](=O)[C:36]=12)=[O:39])(=O)C. The catalyst is C(O)(=O)C. The product is [CH2:13]([O:15][C:16]1[CH:17]=[C:18]([CH:24]([N:30]2[C:41](=[O:40])[C:36]3[C:37](=[CH:43][CH:44]=[CH:45][C:35]=3[NH2:34])[C:38]2=[O:39])[CH2:25][S:26]([CH3:29])(=[O:28])=[O:27])[CH:19]=[CH:20][C:21]=1[O:22][CH3:23])[CH3:14]. The yield is 0.750. (3) The reactants are [CH2:1]([O:3][CH:4]([O:20][CH2:21][CH3:22])[CH2:5][N:6]1[C:14]2[CH2:13][CH2:12][CH2:11][CH2:10][C:9]=2[CH:8]=[C:7]1[C:15]([O:17]CC)=[O:16])[CH3:2].C(O)C.O1CCCC1.[OH-].[Na+]. The catalyst is O. The product is [CH2:21]([O:20][CH:4]([O:3][CH2:1][CH3:2])[CH2:5][N:6]1[C:14]2[CH2:13][CH2:12][CH2:11][CH2:10][C:9]=2[CH:8]=[C:7]1[C:15]([OH:17])=[O:16])[CH3:22]. The yield is 0.780. (4) The reactants are [S:1]1[CH:5]=[CH:4][CH:3]=[C:2]1[S:6]([NH:9][C:10]1[CH:11]=[CH:12][C:13]([CH3:24])=[C:14]2[C:18]=1[NH:17][C:16]([C:19]([O:21][CH2:22][CH3:23])=[O:20])=[CH:15]2)(=[O:8])=[O:7].C(=O)([O-])[O-].[K+].[K+].[CH2:31](I)[CH3:32]. The catalyst is CN(C)C=O.C(OCC)(=O)C. The product is [CH2:31]([N:9]([S:6]([C:2]1[S:1][CH:5]=[CH:4][CH:3]=1)(=[O:7])=[O:8])[C:10]1[CH:11]=[CH:12][C:13]([CH3:24])=[C:14]2[C:18]=1[NH:17][C:16]([C:19]([O:21][CH2:22][CH3:23])=[O:20])=[CH:15]2)[CH3:32]. The yield is 0.700.